Dataset: NCI-60 drug combinations with 297,098 pairs across 59 cell lines. Task: Regression. Given two drug SMILES strings and cell line genomic features, predict the synergy score measuring deviation from expected non-interaction effect. (1) Drug 1: CN1CCC(CC1)COC2=C(C=C3C(=C2)N=CN=C3NC4=C(C=C(C=C4)Br)F)OC. Drug 2: CCC1(CC2CC(C3=C(CCN(C2)C1)C4=CC=CC=C4N3)(C5=C(C=C6C(=C5)C78CCN9C7C(C=CC9)(C(C(C8N6C=O)(C(=O)OC)O)OC(=O)C)CC)OC)C(=O)OC)O.OS(=O)(=O)O. Cell line: MCF7. Synergy scores: CSS=36.9, Synergy_ZIP=-0.700, Synergy_Bliss=3.70, Synergy_Loewe=-9.03, Synergy_HSA=3.66. (2) Drug 1: C1CCC(CC1)NC(=O)N(CCCl)N=O. Drug 2: C1=CN(C(=O)N=C1N)C2C(C(C(O2)CO)O)O.Cl. Cell line: NCIH23. Synergy scores: CSS=43.6, Synergy_ZIP=-7.75, Synergy_Bliss=-2.05, Synergy_Loewe=-22.7, Synergy_HSA=1.24. (3) Drug 1: CC1OCC2C(O1)C(C(C(O2)OC3C4COC(=O)C4C(C5=CC6=C(C=C35)OCO6)C7=CC(=C(C(=C7)OC)O)OC)O)O. Drug 2: C1CN(P(=O)(OC1)NCCCl)CCCl. Cell line: PC-3. Synergy scores: CSS=11.0, Synergy_ZIP=-5.43, Synergy_Bliss=-3.47, Synergy_Loewe=-44.6, Synergy_HSA=-3.28. (4) Drug 2: C1=NC2=C(N1)C(=S)N=CN2. Drug 1: COC1=C(C=C2C(=C1)N=CN=C2NC3=CC(=C(C=C3)F)Cl)OCCCN4CCOCC4. Cell line: HT29. Synergy scores: CSS=34.5, Synergy_ZIP=-6.16, Synergy_Bliss=-3.75, Synergy_Loewe=-1.09, Synergy_HSA=-0.469. (5) Drug 1: CN(CCCl)CCCl.Cl. Drug 2: CCC1(C2=C(COC1=O)C(=O)N3CC4=CC5=C(C=CC(=C5CN(C)C)O)N=C4C3=C2)O.Cl. Cell line: MOLT-4. Synergy scores: CSS=96.4, Synergy_ZIP=4.42, Synergy_Bliss=4.53, Synergy_Loewe=3.14, Synergy_HSA=5.29. (6) Drug 1: CCCS(=O)(=O)NC1=C(C(=C(C=C1)F)C(=O)C2=CNC3=C2C=C(C=N3)C4=CC=C(C=C4)Cl)F. Drug 2: C1=C(C(=O)NC(=O)N1)N(CCCl)CCCl. Cell line: BT-549. Synergy scores: CSS=34.3, Synergy_ZIP=8.76, Synergy_Bliss=9.69, Synergy_Loewe=1.44, Synergy_HSA=7.73.